This data is from Forward reaction prediction with 1.9M reactions from USPTO patents (1976-2016). The task is: Predict the product of the given reaction. (1) Given the reactants [O:1]1[C:5]2[CH:6]=[C:7]([OH:10])[CH:8]=[CH:9][C:4]=2[CH:3]=[CH:2]1.N1C=CC=CC=1.[O:17](S(C(F)(F)F)(=O)=O)[S:18]([C:21]([F:24])([F:23])[F:22])(=O)=[O:19], predict the reaction product. The product is: [F:22][C:21]([F:24])([F:23])[S:18]([O:10][C:7]1[CH:8]=[CH:9][C:4]2[CH:3]=[CH:2][O:1][C:5]=2[CH:6]=1)(=[O:19])=[O:17]. (2) Given the reactants [N+:1]([C:4]1[CH:5]=[C:6]([OH:11])[C:7](=[CH:9][CH:10]=1)[OH:8])([O-:3])=[O:2].[C:12](=O)([O-])[O-:13].[K+].[K+].Br[CH2:19][C:20]([O:22][CH3:23])=[O:21].C[C:25]([CH3:27])=[O:26], predict the reaction product. The product is: [N+:1]([C:4]1[CH:10]=[CH:9][C:7]([O:8][CH2:19][C:20]([O:22][CH3:23])=[O:21])=[C:6]([O:11][CH2:27][C:25]([O:13][CH3:12])=[O:26])[CH:5]=1)([O-:3])=[O:2]. (3) Given the reactants P(Cl)(Cl)(Cl)=O.[Br:6][C:7]1[N:8]([C:17]2[C:26]3[C:21](=[CH:22][CH:23]=[CH:24][CH:25]=3)[C:20]([CH:27]3[CH2:29][CH2:28]3)=[CH:19][CH:18]=2)[C:9]([S:12][CH2:13][C:14]([OH:16])=[O:15])=[N:10][N:11]=1.[C:30]([O:49][CH2:50][CH:51]([CH2:53]O)[OH:52])(=[O:48])[CH2:31][CH2:32][CH2:33][CH2:34][CH2:35][CH2:36][CH2:37]/[CH:38]=[CH:39]\[CH2:40][CH2:41][CH2:42][CH2:43][CH2:44][CH2:45][CH2:46][CH3:47], predict the reaction product. The product is: [C:30]([O:49][CH2:50][CH:51]([OH:52])[CH2:53][O:15][C:14](=[O:16])[CH2:13][S:12][C:9]1[N:8]([C:17]2[C:26]3[C:21](=[CH:22][CH:23]=[CH:24][CH:25]=3)[C:20]([CH:27]3[CH2:29][CH2:28]3)=[CH:19][CH:18]=2)[C:7]([Br:6])=[N:11][N:10]=1)(=[O:48])[CH2:31][CH2:32][CH2:33][CH2:34][CH2:35][CH2:36][CH2:37]/[CH:38]=[CH:39]\[CH2:40][CH2:41][CH2:42][CH2:43][CH2:44][CH2:45][CH2:46][CH3:47]. (4) Given the reactants Cl.[Cl:2][C:3]1[CH:14]=[C:13]2[C:6]([NH:7][CH:8]=[C:9]2[CH2:10][CH2:11][NH2:12])=[CH:5][CH:4]=1.[C:15]1([CH3:23])[CH:20]=[CH:19][C:18]([CH:21]=O)=[CH:17][CH:16]=1, predict the reaction product. The product is: [Cl:2][C:3]1[CH:14]=[C:13]2[C:6](=[CH:5][CH:4]=1)[NH:7][C:8]1[CH:23]([C:15]3[CH:20]=[CH:19][C:18]([CH3:21])=[CH:17][CH:16]=3)[NH:12][CH2:11][CH2:10][C:9]2=1.